From a dataset of Forward reaction prediction with 1.9M reactions from USPTO patents (1976-2016). Predict the product of the given reaction. (1) Given the reactants C(O[C:6](=[O:28])[NH:7][C@@H:8]([CH2:21][C:22]1[CH:27]=[CH:26][CH:25]=[CH:24][CH:23]=1)[CH:9]([C:11](=[O:20])[NH:12][CH2:13][C:14]1[CH:19]=[CH:18][CH:17]=[CH:16][CH:15]=1)[OH:10])(C)(C)C.FC(F)(F)C(O)=O.[NH:36]1[C:44]2[C:39](=[CH:40][CH:41]=[CH:42][CH:43]=2)[C:38]([CH2:45][C@H:46]([NH:50][C:51](=[O:63])[C@@H:52]([NH:54][C:55]([C:57]2[N:58]([CH3:62])[N:59]=[CH:60][CH:61]=2)=[O:56])[CH3:53])C(O)=O)=[CH:37]1.C(N(CC)C(C)C)(C)C.CN(C(ON1N=NC2C=CC=NC1=2)=[N+](C)C)C.F[P-](F)(F)(F)(F)F, predict the reaction product. The product is: [CH2:21]([C@H:8]([NH:7][C:6]([C@@H:46]([NH:50][C:51]([C@@H:52]([NH:54][C:55]([C:57]1[N:58]([CH3:62])[N:59]=[CH:60][CH:61]=1)=[O:56])[CH3:53])=[O:63])[CH2:45][C:38]1[C:39]2[C:44](=[CH:43][CH:42]=[CH:41][CH:40]=2)[NH:36][CH:37]=1)=[O:28])[CH:9]([C:11](=[O:20])[NH:12][CH2:13][C:14]1[CH:15]=[CH:16][CH:17]=[CH:18][CH:19]=1)[OH:10])[C:22]1[CH:23]=[CH:24][CH:25]=[CH:26][CH:27]=1. (2) Given the reactants Br[CH2:2][CH2:3][O:4][C:5]1[CH:10]=[CH:9][C:8]([C:11](=[O:13])[CH3:12])=[CH:7][CH:6]=1.[F:14][C:15]1([F:21])[CH2:20][CH2:19][NH:18][CH2:17][CH2:16]1.Cl.C(=O)([O-])[O-].[K+].[K+], predict the reaction product. The product is: [F:14][C:15]1([F:21])[CH2:20][CH2:19][N:18]([CH2:2][CH2:3][O:4][C:5]2[CH:10]=[CH:9][C:8]([C:11](=[O:13])[CH3:12])=[CH:7][CH:6]=2)[CH2:17][CH2:16]1. (3) Given the reactants Br[C:2]([CH3:13])([C:8]([O:10][CH2:11][CH3:12])=[O:9])[C:3]([O:5][CH2:6][CH3:7])=[O:4].[C:14](#[N:18])[CH2:15][C:16]#[N:17].CC(C)([O-])C.[K+], predict the reaction product. The product is: [C:16]([CH:15]([C:14]#[N:18])[C:2]([CH3:13])([C:8]([O:10][CH2:11][CH3:12])=[O:9])[C:3]([O:5][CH2:6][CH3:7])=[O:4])#[N:17]. (4) Given the reactants [Cl:1][C:2]1[N:3]=[C:4]([CH:8]([CH3:10])[CH3:9])[NH:5][C:6]=1[Cl:7].Br[CH2:12][C:13]1[CH:32]=[CH:31][C:16]2/[C:17](=[C:27](/[CH3:30])\[C:28]#[N:29])/[C:18]3[CH:25]=[CH:24][C:23]([F:26])=[CH:22][C:19]=3[O:20][CH2:21][C:15]=2[CH:14]=1, predict the reaction product. The product is: [Cl:1][C:2]1[N:3]=[C:4]([CH:8]([CH3:10])[CH3:9])[N:5]([CH2:12][C:13]2[CH:32]=[CH:31][C:16]3/[C:17](=[C:27](/[CH3:30])\[C:28]#[N:29])/[C:18]4[CH:25]=[CH:24][C:23]([F:26])=[CH:22][C:19]=4[O:20][CH2:21][C:15]=3[CH:14]=2)[C:6]=1[Cl:7]. (5) Given the reactants [Cl:1][C:2]1[C:3]2[CH:12]=[CH:11][CH:10]=[CH:9][C:4]=2[S:5][C:6]=1[CH:7]=O.[CH3:13][NH2:14].[BH4-].[Na+], predict the reaction product. The product is: [Cl:1][C:2]1[C:3]2[CH:12]=[CH:11][CH:10]=[CH:9][C:4]=2[S:5][C:6]=1[CH2:7][NH:14][CH3:13]. (6) Given the reactants [BH3-][C:2]#[N:3].[Na+].N[C@H:6]([C:9]([N:11]1[CH2:16][CH2:15][CH:14]([O:17][C:18]2[CH:27]=[C:26]3[C:21]([C:22]([NH:28][C:29]4[CH:34]=[CH:33][CH:32]=[C:31]([Cl:35])[C:30]=4[F:36])=[N:23][CH:24]=[N:25]3)=[CH:20][C:19]=2[O:37][CH3:38])[CH2:13][CH2:12]1)=[O:10])[CH2:7][OH:8].O.O.O.[C:42]([O-])(=O)C.[Na+].C=O.C(O)(=O)C, predict the reaction product. The product is: [Cl:35][C:31]1[C:30]([F:36])=[C:29]([CH:34]=[CH:33][CH:32]=1)[NH:28][C:22]1[C:21]2[C:26](=[CH:27][C:18]([O:17][CH:14]3[CH2:15][CH2:16][N:11]([C:9](=[O:10])[C@@H:6]([N:3]([CH3:2])[CH3:42])[CH2:7][OH:8])[CH2:12][CH2:13]3)=[C:19]([O:37][CH3:38])[CH:20]=2)[N:25]=[CH:24][N:23]=1.